This data is from Reaction yield outcomes from USPTO patents with 853,638 reactions. The task is: Predict the reaction yield, written as a fraction of the theoretical maximum amount of product (1.0 means a 100% yield; for example, 0.34 means a 34% yield). The reactants are Br[C:2]1[C:7]([O:8][CH3:9])=[CH:6][C:5]([NH:10][C:11]2[N:16]=[C:15]([NH:17][CH3:18])[C:14]([C:19]([F:22])([F:21])[F:20])=[CH:13][N:12]=2)=[C:4]([Cl:23])[CH:3]=1.[CH3:24][N:25]1[C:29]([Sn](CCCC)(CCCC)CCCC)=[CH:28][N:27]=[N:26]1. The yield is 0.440. The product is [Cl:23][C:4]1[CH:3]=[C:2]([C:29]2[N:25]([CH3:24])[N:26]=[N:27][CH:28]=2)[C:7]([O:8][CH3:9])=[CH:6][C:5]=1[NH:10][C:11]1[N:16]=[C:15]([NH:17][CH3:18])[C:14]([C:19]([F:22])([F:21])[F:20])=[CH:13][N:12]=1. The catalyst is O1CCOCC1.C1C=CC(P(C2C=CC=CC=2)[C-]2C=CC=C2)=CC=1.C1C=CC(P(C2C=CC=CC=2)[C-]2C=CC=C2)=CC=1.Cl[Pd]Cl.[Fe+2].